From a dataset of Forward reaction prediction with 1.9M reactions from USPTO patents (1976-2016). Predict the product of the given reaction. Given the reactants Br[C:2]1[N:7]=[C:6]([CH2:8][O:9][N:10]=[C:11]([C:18]2[N:22]([CH3:23])[CH:21]=[N:20][N:19]=2)[C:12]2[CH:17]=[CH:16][CH:15]=[CH:14][CH:13]=2)[CH:5]=[CH:4][CH:3]=1.N#N.[CH:26]1([C:29]#[CH:30])[CH2:28][CH2:27]1.C(N(C(C)C)C(C)C)C, predict the reaction product. The product is: [CH:26]1([C:29]#[C:30][C:2]2[N:7]=[C:6]([CH2:8][O:9][N:10]=[C:11]([C:18]3[N:22]([CH3:23])[CH:21]=[N:20][N:19]=3)[C:12]3[CH:17]=[CH:16][CH:15]=[CH:14][CH:13]=3)[CH:5]=[CH:4][CH:3]=2)[CH2:28][CH2:27]1.